Task: Predict the reactants needed to synthesize the given product.. Dataset: Full USPTO retrosynthesis dataset with 1.9M reactions from patents (1976-2016) (1) Given the product [CH3:20][C:8]([CH:2]1[CH2:7][CH2:6][CH2:5][CH2:4][O:3]1)([CH3:19])[C:9]([O:11][CH2:12][C:13]1[CH:14]=[CH:15][CH:16]=[CH:17][CH:18]=1)=[O:10], predict the reactants needed to synthesize it. The reactants are: O[C:2]1([C:8]([CH3:20])([CH3:19])[C:9]([O:11][CH2:12][C:13]2[CH:18]=[CH:17][CH:16]=[CH:15][CH:14]=2)=[O:10])[CH2:7][CH2:6][CH2:5][CH2:4][O:3]1.C([SiH](CC)CC)C.C(O)(C(F)(F)F)=O. (2) Given the product [CH2:1]([N:4]1[CH2:9][CH2:8][CH:7]([C:10]2[CH:11]=[C:12]([CH:16]=[CH:17][CH:18]=2)[C:13]#[N:15])[CH2:6][CH2:5]1)[CH2:2][CH3:3], predict the reactants needed to synthesize it. The reactants are: [CH2:1]([N:4]1[CH2:9][CH2:8][CH:7]([C:10]2[CH:11]=[C:12]([CH:16]=[CH:17][CH:18]=2)[C:13]([NH2:15])=O)[CH2:6][CH2:5]1)[CH2:2][CH3:3].O=P(Cl)(Cl)Cl. (3) Given the product [NH2:19][C:10]1[O:11][C@H:12]([C:15]([F:18])([F:17])[F:16])[C@H:13]([F:14])[C@:8]([C:6]2[CH:7]=[C:2]([NH:1][C:30](=[O:31])[C:27]3[CH:26]=[CH:25][C:24]([C:22]#[N:23])=[CH:29][N:28]=3)[CH:3]=[CH:4][C:5]=2[F:21])([CH3:20])[N:9]=1, predict the reactants needed to synthesize it. The reactants are: [NH2:1][C:2]1[CH:3]=[CH:4][C:5]([F:21])=[C:6]([C@:8]2([CH3:20])[C@@H:13]([F:14])[C@@H:12]([C:15]([F:18])([F:17])[F:16])[O:11][C:10]([NH2:19])=[N:9]2)[CH:7]=1.[C:22]([C:24]1[CH:25]=[CH:26][C:27]([C:30](O)=[O:31])=[N:28][CH:29]=1)#[N:23].C[N+]1(C2N=C(OC)N=C(OC)N=2)CCOCC1.[Cl-]. (4) The reactants are: [C:1]1([C:7]2([C:10]3[N:15]=[C:14]4[S:16][CH:17]=[N:18][C:13]4=[CH:12][CH:11]=3)[CH2:9][CH2:8]2)[CH:6]=[CH:5][CH:4]=[CH:3][CH:2]=1.Br[C:20]1[CH:27]=[CH:26][C:23]([C:24]#[N:25])=[CH:22][C:21]=1[CH3:28].C(=O)([O-])[O-].[Cs+].[Cs+]. Given the product [CH3:28][C:21]1[CH:22]=[C:23]([CH:26]=[CH:27][C:20]=1[C:17]1[S:16][C:14]2[C:13]([N:18]=1)=[CH:12][CH:11]=[C:10]([C:7]1([C:1]3[CH:6]=[CH:5][CH:4]=[CH:3][CH:2]=3)[CH2:8][CH2:9]1)[N:15]=2)[C:24]#[N:25], predict the reactants needed to synthesize it. (5) Given the product [CH3:16][C:4]1[C:5]([C:8]2[S:12][C:11]([C:13]([N:19]3[CH2:24][CH2:23][CH2:22][CH:21]([C:25]([NH2:27])=[O:26])[CH2:20]3)=[O:15])=[CH:10][CH:9]=2)=[N:6][O:7][C:3]=1[C:2]([F:1])([F:18])[F:17], predict the reactants needed to synthesize it. The reactants are: [F:1][C:2]([F:18])([F:17])[C:3]1[O:7][N:6]=[C:5]([C:8]2[S:12][C:11]([C:13]([OH:15])=O)=[CH:10][CH:9]=2)[C:4]=1[CH3:16].[NH:19]1[CH2:24][CH2:23][CH2:22][CH:21]([C:25]([NH2:27])=[O:26])[CH2:20]1.C1COCC1.N1CCCCC1.